Dataset: Forward reaction prediction with 1.9M reactions from USPTO patents (1976-2016). Task: Predict the product of the given reaction. Given the reactants [NH2:1][C:2]1[CH:7]=[CH:6][C:5]([C@H:8]([CH3:20])[C:9]([NH:11][C:12]2[S:13][C:14]([CH:17]([CH3:19])[CH3:18])=[CH:15][N:16]=2)=[O:10])=[CH:4][CH:3]=1.[CH3:21][C:22]([O:25][C:26]([NH:28][CH2:29][C:30](O)=[O:31])=[O:27])([CH3:24])[CH3:23].C1(N=C=N)CCCCC1, predict the reaction product. The product is: [C:22]([O:25][C:26](=[O:27])[NH:28][CH2:29][C:30](=[O:31])[NH:1][C:2]1[CH:7]=[CH:6][C:5]([C@@H:8]([C:9](=[O:10])[NH:11][C:12]2[S:13][C:14]([CH:17]([CH3:19])[CH3:18])=[CH:15][N:16]=2)[CH3:20])=[CH:4][CH:3]=1)([CH3:24])([CH3:21])[CH3:23].